From a dataset of Catalyst prediction with 721,799 reactions and 888 catalyst types from USPTO. Predict which catalyst facilitates the given reaction. Reactant: [CH:1]1([C@@H:4]([NH2:6])[CH3:5])[CH2:3][CH2:2]1.[CH:7](=O)[C:8]1[CH:13]=[CH:12][CH:11]=[CH:10][CH:9]=1.[BH-](OC(C)=O)(OC(C)=O)OC(C)=O.[Na+]. Product: [CH2:7]([NH:6][C@H:4]([CH:1]1[CH2:3][CH2:2]1)[CH3:5])[C:8]1[CH:13]=[CH:12][CH:11]=[CH:10][CH:9]=1. The catalyst class is: 5.